From a dataset of Full USPTO retrosynthesis dataset with 1.9M reactions from patents (1976-2016). Predict the reactants needed to synthesize the given product. Given the product [CH3:37][NH:36][S:33]([C:29]1[CH:28]=[CH:27][CH:32]=[C:31]([C:2]#[C:1][C:3]2[CH:4]=[N:5][N:6]3[C:11]([C:12]([F:14])([F:13])[F:15])=[CH:10][C:9]([C:16]4[CH:21]=[CH:20][C:19]([C:22]([F:25])([F:24])[F:23])=[CH:18][CH:17]=4)=[N:8][C:7]=23)[CH:30]=1)(=[O:34])=[O:35], predict the reactants needed to synthesize it. The reactants are: [C:1]([C:3]1[CH:4]=[N:5][N:6]2[C:11]([C:12]([F:15])([F:14])[F:13])=[CH:10][C:9]([C:16]3[CH:21]=[CH:20][C:19]([C:22]([F:25])([F:24])[F:23])=[CH:18][CH:17]=3)=[N:8][C:7]=12)#[CH:2].Br[C:27]1[CH:28]=[C:29]([S:33]([NH:36][CH3:37])(=[O:35])=[O:34])[CH:30]=[CH:31][CH:32]=1.